From a dataset of Full USPTO retrosynthesis dataset with 1.9M reactions from patents (1976-2016). Predict the reactants needed to synthesize the given product. (1) Given the product [F:40][C:34]1[C:35]([F:39])=[CH:36][CH:37]=[C:38]2[C:33]=1[CH2:32][CH2:31][N:30]2[C:28]([C:24]1[CH:23]=[C:22]([N:17]2[CH2:18][CH2:19][CH:14]([N:10]3[CH2:9][CH2:8][C:7]4[CH:20]=[C:3]([O:2][CH3:1])[CH:4]=[CH:5][C:6]=4[NH:12][C:11]3=[O:13])[CH2:15][CH2:16]2)[CH:27]=[CH:26][N:25]=1)=[O:29], predict the reactants needed to synthesize it. The reactants are: [CH3:1][O:2][C:3]1[CH:4]=[CH:5][C:6]2[NH:12][C:11](=[O:13])[N:10]([CH:14]3[CH2:19][CH2:18][NH:17][CH2:16][CH2:15]3)[CH2:9][CH2:8][C:7]=2[CH:20]=1.Cl[C:22]1[CH:27]=[CH:26][N:25]=[C:24]([C:28]([N:30]2[C:38]3[C:33](=[C:34]([F:40])[C:35]([F:39])=[CH:36][CH:37]=3)[CH2:32][CH2:31]2)=[O:29])[CH:23]=1.C(=O)([O-])[O-].[K+].[K+]. (2) Given the product [F:1][C:2]1[CH:7]=[CH:6][CH:5]=[CH:4][C:3]=1[C:8]1([CH3:15])[NH:12][C:11](=[O:13])[N:10]([CH2:17][C:18](=[O:19])[C:20]2[CH:25]=[CH:24][CH:23]=[CH:22][CH:21]=2)[C:9]1=[O:14], predict the reactants needed to synthesize it. The reactants are: [F:1][C:2]1[CH:7]=[CH:6][CH:5]=[CH:4][C:3]=1[C:8]1([CH3:15])[NH:12][C:11](=[O:13])[NH:10][C:9]1=[O:14].Br[CH2:17][C:18]([C:20]1[CH:25]=[CH:24][CH:23]=[CH:22][CH:21]=1)=[O:19]. (3) Given the product [C:18]1([C:2]2[CH:16]=[N:15][C:14]3[CH:13]=[CH:12][C:7]4=[N:8][CH:9]=[CH:10][CH:11]=[C:6]4[C:5](=[O:17])[C:4]=3[CH:3]=2)[CH:23]=[CH:22][CH:21]=[CH:20][CH:19]=1, predict the reactants needed to synthesize it. The reactants are: Cl[C:2]1[CH:16]=[N:15][C:14]2[CH:13]=[CH:12][C:7]3=[N:8][CH:9]=[CH:10][CH:11]=[C:6]3[C:5](=[O:17])[C:4]=2[CH:3]=1.[C:18]1(B(O)O)[CH:23]=[CH:22][CH:21]=[CH:20][CH:19]=1.C([O-])([O-])=O.[K+].[K+]. (4) Given the product [ClH:17].[CH2:20]([O:22][C:23]([N:25]1[CH2:29][CH2:28][C@H:27]([NH:30][C:31]2[CH:36]=[CH:35][C:34]([NH:37][C:10]([C:8]3[S:9][C:5]4[CH:4]=[CH:3][C:2]([Br:1])=[CH:13][C:6]=4[CH:7]=3)=[O:12])=[CH:33][N:32]=2)[CH2:26]1)=[O:24])[CH3:21], predict the reactants needed to synthesize it. The reactants are: [Br:1][C:2]1[CH:3]=[CH:4][C:5]2[S:9][C:8]([C:10]([OH:12])=O)=[CH:7][C:6]=2[CH:13]=1.C(Cl)(=O)C([Cl:17])=O.[CH2:20]([O:22][C:23]([N:25]1[CH2:29][CH2:28][C@H:27]([NH:30][C:31]2[CH:36]=[CH:35][C:34]([NH2:37])=[CH:33][N:32]=2)[CH2:26]1)=[O:24])[CH3:21].C(N(CC)CC)C. (5) Given the product [CH:34]1[C:35]2[C:39]3[CH:40]=[CH:41][C:42]([C:17]4[CH:18]=[CH:19][CH:20]=[CH:21][C:16]=4[NH:15][C:12]4[CH:13]=[CH:14][C:9]([CH2:1][CH2:2][CH2:3][CH2:4][CH2:5][CH2:6][CH2:7][CH3:8])=[CH:10][CH:11]=4)=[CH:43][C:38]=3[S:37][C:36]=2[CH:45]=[C:32]([C:17]2[CH:18]=[CH:19][CH:20]=[CH:21][C:16]=2[NH:15][C:12]2[CH:11]=[CH:10][C:9]([CH2:1][CH2:2][CH2:3][CH2:4][CH2:5][CH2:6][CH2:7][CH3:8])=[CH:14][CH:13]=2)[CH:33]=1, predict the reactants needed to synthesize it. The reactants are: [CH2:1]([C:9]1[CH:14]=[CH:13][C:12]([NH:15][C:16]2[CH:21]=[CH:20][CH:19]=[CH:18][C:17]=2B2OC(C)(C)C(C)(C)O2)=[CH:11][CH:10]=1)[CH2:2][CH2:3][CH2:4][CH2:5][CH2:6][CH2:7][CH3:8].Br[C:32]1[CH:33]=[CH:34][C:35]2[C:39]3[CH:40]=[CH:41][C:42](Br)=[CH:43][C:38]=3[S:37][C:36]=2[CH:45]=1.[O-]P([O-])([O-])=O.[K+].[K+].[K+].O. (6) Given the product [CH3:38][CH:37]([CH3:39])[CH2:36][C:35]([C:40]1[CH:41]=[CH:42][C:43]([C:44]([O:46][CH3:47])=[O:45])=[CH:48][CH:49]=1)=[CH:34][C:31]1[CH:32]=[CH:33][C:28]([N:5]2[CH:4]=[C:3]([C:2]([F:9])([F:8])[F:1])[CH:7]=[N:6]2)=[CH:29][CH:30]=1, predict the reactants needed to synthesize it. The reactants are: [F:1][C:2]([F:9])([F:8])[C:3]1[CH:4]=[N:5][NH:6][CH:7]=1.N1C2C(=CC=CC=2O)C=CC=1.C(=O)([O-])[O-].[K+].[K+].Br[C:28]1[CH:33]=[CH:32][C:31]([CH:34]=[C:35]([C:40]2[CH:49]=[CH:48][C:43]([C:44]([O:46][CH3:47])=[O:45])=[CH:42][CH:41]=2)[CH2:36][CH:37]([CH3:39])[CH3:38])=[CH:30][CH:29]=1. (7) Given the product [ClH:23].[CH3:16][C:14](=[CH2:15])[CH2:13][O:12][CH:10]1[CH2:11][NH:8][CH2:9]1, predict the reactants needed to synthesize it. The reactants are: C1(C(C2C=CC=CC=2)[N:8]2[CH2:11][CH:10]([O:12][CH2:13][C:14]([CH3:16])=[CH2:15])[CH2:9]2)C=CC=CC=1.[Cl:23]CCCl.ClC(OC(Cl)C)=O. (8) Given the product [CH3:37][O:36][C:31]1[CH:32]=[CH:33][CH:34]=[CH:35][C:30]=1[C:28]1[N:27]=[C:17]([C:16]2[CH:20]=[CH:21][C:13]([N:7]3[CH2:8][CH2:9][CH2:10][CH2:11][CH2:12]3)=[C:14]([C:22]([F:25])([F:24])[F:23])[CH:15]=2)[O:19][N:29]=1, predict the reactants needed to synthesize it. The reactants are: C(Cl)(=O)C(Cl)=O.[N:7]1([C:13]2[CH:21]=[CH:20][C:16]([C:17]([OH:19])=O)=[CH:15][C:14]=2[C:22]([F:25])([F:24])[F:23])[CH2:12][CH2:11][CH2:10][CH2:9][CH2:8]1.O[N:27]=[C:28]([C:30]1[CH:35]=[CH:34][CH:33]=[CH:32][C:31]=1[O:36][CH3:37])[NH2:29].CCN(C(C)C)C(C)C. (9) Given the product [C:1]1([C:7]2[CH:12]=[C:11]([C:13]3[N:17]4[CH:18]=[CH:19][C:20]([CH:22]5[CH2:23][CH2:24][NH:25][CH2:26][CH2:27]5)=[CH:21][C:16]4=[N:15][CH:14]=3)[CH:10]=[CH:9][N:8]=2)[CH:6]=[CH:5][CH:4]=[CH:3][CH:2]=1, predict the reactants needed to synthesize it. The reactants are: [C:1]1([C:7]2[CH:12]=[C:11]([C:13]3[N:17]4[CH:18]=[CH:19][C:20]([C:22]5[CH2:23][CH2:24][NH:25][CH2:26][CH:27]=5)=[CH:21][C:16]4=[N:15][CH:14]=3)[CH:10]=[CH:9][N:8]=2)[CH:6]=[CH:5][CH:4]=[CH:3][CH:2]=1.